This data is from Forward reaction prediction with 1.9M reactions from USPTO patents (1976-2016). The task is: Predict the product of the given reaction. (1) Given the reactants [CH2:1]([O:3][C:4](=[O:24])[CH:5]=[C:6]([C:13]1[CH:21]=[C:20]2[C:16]([C:17]([C:22]#[N:23])=[CH:18][NH:19]2)=[CH:15][CH:14]=1)[C:7]1[CH:12]=[CH:11][CH:10]=[CH:9][CH:8]=1)[CH3:2].N1C2C(=CC=CC=2C(C2C=CC=CC=2)CC(NC)=O)C=C1, predict the reaction product. The product is: [CH2:1]([O:3][C:4](=[O:24])[CH2:5][CH:6]([C:13]1[CH:21]=[C:20]2[C:16]([C:17]([C:22]#[N:23])=[CH:18][NH:19]2)=[CH:15][CH:14]=1)[C:7]1[CH:8]=[CH:9][CH:10]=[CH:11][CH:12]=1)[CH3:2]. (2) Given the reactants Br[C:2]1[CH:3]=[CH:4][C:5]([NH:8][C:9](=[O:21])[CH2:10][CH:11]2[CH2:16][CH2:15][N:14]([S:17]([CH3:20])(=[O:19])=[O:18])[CH2:13][CH2:12]2)=[N:6][CH:7]=1.[F:22][C:23]1[CH:24]=[C:25](B(O)O)[CH:26]=[C:27]([F:29])[CH:28]=1, predict the reaction product. The product is: [F:22][C:23]1[CH:24]=[C:25]([C:2]2[CH:3]=[CH:4][C:5]([NH:8][C:9](=[O:21])[CH2:10][CH:11]3[CH2:16][CH2:15][N:14]([S:17]([CH3:20])(=[O:19])=[O:18])[CH2:13][CH2:12]3)=[N:6][CH:7]=2)[CH:26]=[C:27]([F:29])[CH:28]=1. (3) Given the reactants Br[C:2]1[C:14]2[C:13]3[C:8](=[CH:9][C:10]([C:15]([OH:18])([CH3:17])[CH3:16])=[CH:11][CH:12]=3)[NH:7][C:6]=2[C:5]([C:19]([NH2:21])=[O:20])=[CH:4][C:3]=1[Cl:22].[F:23][C:24]1[CH:25]=[CH:26][CH:27]=[C:28]2[C:33]=1[NH:32][C:31](=[O:34])[N:30]([C:35]1[CH:40]=[CH:39][CH:38]=[C:37](B3OC(C)(C)C(C)(C)O3)[C:36]=1[CH3:50])[C:29]2=[O:51].C([O-])([O-])=O.[Cs+].[Cs+], predict the reaction product. The product is: [Cl:22][C:3]1[CH:4]=[C:5]([C:19]([NH2:21])=[O:20])[C:6]2[NH:7][C:8]3[C:13]([C:14]=2[C:2]=1[C:37]1[CH:38]=[CH:39][CH:40]=[C:35]([N:30]2[C:29](=[O:51])[C:28]4[C:33](=[C:24]([F:23])[CH:25]=[CH:26][CH:27]=4)[NH:32][C:31]2=[O:34])[C:36]=1[CH3:50])=[CH:12][CH:11]=[C:10]([C:15]([OH:18])([CH3:17])[CH3:16])[CH:9]=3. (4) Given the reactants [CH:1]1([CH2:8][CH2:9][NH:10][C:11](=[O:42])[C@H:12]([CH3:41])[C@H:13]([C@@H:16]2[CH2:20][CH2:19][CH2:18][N:17]2[C:21](=[O:40])[CH2:22][C@@H:23]([O:38][CH3:39])[C@@H:24]([N:29]([CH3:37])[C:30](=[O:36])[C@H:31]([CH:33]([CH3:35])[CH3:34])[NH2:32])[C@@H:25]([CH3:28])[CH2:26][CH3:27])[O:14][CH3:15])[CH:7]=[CH:6][CH:5]=[CH:4][CH:3]=[CH:2]1.[C:43]([O:47][C:48]([N:50]1[CH2:55][CH2:54][CH2:53][CH2:52][C@@:51]1([CH3:59])[C:56](O)=[O:57])=[O:49])([CH3:46])([CH3:45])[CH3:44].CN(C(ON1N=NC2C=CC=NC1=2)=[N+](C)C)C.F[P-](F)(F)(F)(F)F.C(N(CC)C(C)C)(C)C, predict the reaction product. The product is: [CH:1]1([CH2:8][CH2:9][NH:10][C:11](=[O:42])[C@H:12]([CH3:41])[C@H:13]([C@@H:16]2[CH2:20][CH2:19][CH2:18][N:17]2[C:21](=[O:40])[CH2:22][C@@H:23]([O:38][CH3:39])[C@@H:24]([N:29]([CH3:37])[C:30](=[O:36])[C@@H:31]([NH:32][C:56]([C@:51]2([CH3:59])[CH2:52][CH2:53][CH2:54][CH2:55][N:50]2[C:48]([O:47][C:43]([CH3:46])([CH3:45])[CH3:44])=[O:49])=[O:57])[CH:33]([CH3:34])[CH3:35])[C@@H:25]([CH3:28])[CH2:26][CH3:27])[O:14][CH3:15])[CH:7]=[CH:6][CH:5]=[CH:4][CH:3]=[CH:2]1. (5) Given the reactants I[C:2]([F:26])([F:25])[C:3]([F:24])([F:23])[C:4]([F:22])([F:21])[C:5]([F:20])([F:19])[C:6]([F:18])([F:17])[C:7]([F:16])([F:15])[C:8]([F:14])([F:13])[C:9]([F:12])([F:11])[F:10].I[C:28]1[CH:33]=[CH:32][CH:31]=[CH:30][C:29]=1[C:34]1[CH:39]=[CH:38][CH:37]=[CH:36][CH:35]=1, predict the reaction product. The product is: [F:14][C:8]([F:13])([C:9]([F:10])([F:12])[F:11])[C:7]([F:15])([F:16])[C:6]([F:18])([F:17])[C:5]([F:20])([F:19])[C:4]([F:21])([F:22])[C:3]([F:24])([F:23])[C:2]([F:26])([F:25])[C:37]1[CH:38]=[CH:39][C:34]([C:29]2[CH:30]=[CH:31][CH:32]=[CH:33][CH:28]=2)=[CH:35][CH:36]=1. (6) Given the reactants [CH3:1][NH:2][C:3](=[S:5])[S-:4].C([NH+](CC)CC)C.Br[CH:14]([CH3:23])[C:15]([C:17]1[CH:22]=[CH:21][CH:20]=[CH:19][CH:18]=1)=O, predict the reaction product. The product is: [CH3:1][N:2]1[C:15]([C:17]2[CH:22]=[CH:21][CH:20]=[CH:19][CH:18]=2)=[C:14]([CH3:23])[S:5][C:3]1=[S:4]. (7) Given the reactants [CH3:1][O:2][C:3]([C:5]1[CH:6]=[C:7]([CH3:27])[C:8]2[O:14][C:13]3[C:15]([Cl:23])=[CH:16][C:17]([NH:19][CH2:20][CH2:21][Cl:22])=[CH:18][C:12]=3[CH2:11][S:10](=[O:25])(=[O:24])[C:9]=2[CH:26]=1)=[O:4].[Cl:28][CH2:29][C:30](Cl)=[O:31], predict the reaction product. The product is: [CH3:1][O:2][C:3]([C:5]1[CH:6]=[C:7]([CH3:27])[C:8]2[O:14][C:13]3[C:15]([Cl:23])=[CH:16][C:17]([N:19]([C:30](=[O:31])[CH2:29][Cl:28])[CH2:20][CH2:21][Cl:22])=[CH:18][C:12]=3[CH2:11][S:10](=[O:24])(=[O:25])[C:9]=2[CH:26]=1)=[O:4].